This data is from Full USPTO retrosynthesis dataset with 1.9M reactions from patents (1976-2016). The task is: Predict the reactants needed to synthesize the given product. (1) Given the product [Cl:1][C:2]1[CH:7]=[CH:6][C:5]([C:8]2[C:14]3[CH:15]=[CH:16][CH:17]=[CH:18][C:13]=3[C:12]3[C:19]([CH3:22])=[N:20][O:21][C:11]=3[C@H:10]([CH2:23][C:24]([O:26][CH3:27])=[O:25])[N:9]=2)=[CH:4][CH:3]=1, predict the reactants needed to synthesize it. The reactants are: [Cl:1][C:2]1[CH:7]=[CH:6][C:5]([C:8]2[C:14]3[CH:15]=[CH:16][CH:17]=[CH:18][C:13]=3[C:12]3[C:19]([CH3:22])=[N:20][O:21][C:11]=3[C@H:10]([CH2:23][C:24]([OH:26])=[O:25])[N:9]=2)=[CH:4][CH:3]=1.[C:27](Cl)(=O)C(Cl)=O.CO. (2) Given the product [C:12]([C:16]1[CH:21]=[CH:20][C:19]([S:22]([NH:11][C:6]2[CH:7]=[CH:8][CH:9]=[C:10]3[C:5]=2[CH:4]=[CH:3][N:2]=[CH:1]3)(=[O:24])=[O:23])=[CH:18][CH:17]=1)([CH3:15])([CH3:13])[CH3:14], predict the reactants needed to synthesize it. The reactants are: [CH:1]1[C:10]2[C:5](=[C:6]([NH2:11])[CH:7]=[CH:8][CH:9]=2)[CH:4]=[CH:3][N:2]=1.[C:12]([C:16]1[CH:21]=[CH:20][C:19]([S:22](Cl)(=[O:24])=[O:23])=[CH:18][CH:17]=1)([CH3:15])([CH3:14])[CH3:13]. (3) Given the product [I:15][C:14]1[N:10]([CH2:6][CH2:7][CH2:8][CH3:9])[N:11]=[N:12][N:13]=1, predict the reactants needed to synthesize it. The reactants are: C([Li])CCC.[CH2:6]([N:10]1[CH:14]=[N:13][N:12]=[N:11]1)[CH2:7][CH2:8][CH3:9].[I:15]I.O. (4) Given the product [NH2:8][CH:9]1[CH2:14][CH2:13][CH:12]([N:15]2[C:20](=[O:21])[C:19]3[CH:22]=[C:23]([F:26])[CH:24]=[N:25][C:18]=3[N:17]([CH2:27][C:28]3[CH:29]=[CH:30][C:31]([F:34])=[CH:32][CH:33]=3)[C:16]2=[O:35])[CH2:11][CH2:10]1, predict the reactants needed to synthesize it. The reactants are: C(OC([NH:8][CH:9]1[CH2:14][CH2:13][CH:12]([N:15]2[C:20](=[O:21])[C:19]3[CH:22]=[C:23]([F:26])[CH:24]=[N:25][C:18]=3[N:17]([CH2:27][C:28]3[CH:33]=[CH:32][C:31]([F:34])=[CH:30][CH:29]=3)[C:16]2=[O:35])[CH2:11][CH2:10]1)=O)(C)(C)C.Cl.C(OCC)C. (5) Given the product [CH2:1]([O:3][C:4](=[O:31])/[C:5](=[CH:36]/[C:35]1[CH:34]=[C:33]([Cl:32])[CH:40]=[C:39]([Cl:41])[CH:38]=1)/[CH2:6][C:7]([O:9][CH2:10][CH3:11])=[O:8])[CH3:2], predict the reactants needed to synthesize it. The reactants are: [CH2:1]([O:3][C:4](=[O:31])[C:5](=P(C1C=CC=CC=1)(C1C=CC=CC=1)C1C=CC=CC=1)[CH2:6][C:7]([O:9][CH2:10][CH3:11])=[O:8])[CH3:2].[Cl:32][C:33]1[CH:34]=[C:35]([CH:38]=[C:39]([Cl:41])[CH:40]=1)[CH:36]=O.C([O-])(O)=O.[Na+]. (6) Given the product [N+:12]([C:8]1[CH:9]=[CH:10][C:5]([C:2]([F:3])([F:4])[F:1])=[CH:6][C:7]=1[OH:11])([O-:14])=[O:13], predict the reactants needed to synthesize it. The reactants are: [F:1][C:2]([C:5]1[CH:6]=[C:7]([OH:11])[CH:8]=[CH:9][CH:10]=1)([F:4])[F:3].[N+:12]([O-])([OH:14])=[O:13]. (7) The reactants are: B(Br)(Br)Br.[CH2:5]([O:7][C:8](=[O:26])[CH2:9][CH2:10][CH2:11][CH2:12][C:13]1[CH:17]=[C:16]([C:18]2[CH:23]=[CH:22][CH:21]=[CH:20][C:19]=2[O:24]C)[O:15][N:14]=1)[CH3:6]. Given the product [CH2:5]([O:7][C:8](=[O:26])[CH2:9][CH2:10][CH2:11][CH2:12][C:13]1[CH:17]=[C:16]([C:18]2[CH:23]=[CH:22][CH:21]=[CH:20][C:19]=2[OH:24])[O:15][N:14]=1)[CH3:6], predict the reactants needed to synthesize it.